This data is from NCI-60 drug combinations with 297,098 pairs across 59 cell lines. The task is: Regression. Given two drug SMILES strings and cell line genomic features, predict the synergy score measuring deviation from expected non-interaction effect. (1) Drug 1: C1CCC(C1)C(CC#N)N2C=C(C=N2)C3=C4C=CNC4=NC=N3. Drug 2: CC1=C(C=C(C=C1)NC(=O)C2=CC=C(C=C2)CN3CCN(CC3)C)NC4=NC=CC(=N4)C5=CN=CC=C5. Cell line: SK-MEL-5. Synergy scores: CSS=-12.3, Synergy_ZIP=6.19, Synergy_Bliss=-12.2, Synergy_Loewe=-33.9, Synergy_HSA=-29.7. (2) Drug 1: CC1CCC2CC(C(=CC=CC=CC(CC(C(=O)C(C(C(=CC(C(=O)CC(OC(=O)C3CCCCN3C(=O)C(=O)C1(O2)O)C(C)CC4CCC(C(C4)OC)OCCO)C)C)O)OC)C)C)C)OC. Drug 2: C#CCC(CC1=CN=C2C(=N1)C(=NC(=N2)N)N)C3=CC=C(C=C3)C(=O)NC(CCC(=O)O)C(=O)O. Cell line: NCI/ADR-RES. Synergy scores: CSS=13.9, Synergy_ZIP=-4.47, Synergy_Bliss=-3.14, Synergy_Loewe=-0.435, Synergy_HSA=0.260. (3) Drug 1: CC1=C(C(=CC=C1)Cl)NC(=O)C2=CN=C(S2)NC3=CC(=NC(=N3)C)N4CCN(CC4)CCO. Drug 2: N.N.Cl[Pt+2]Cl. Cell line: HOP-62. Synergy scores: CSS=29.7, Synergy_ZIP=4.98, Synergy_Bliss=12.1, Synergy_Loewe=3.27, Synergy_HSA=6.51. (4) Drug 1: CC1CCC2CC(C(=CC=CC=CC(CC(C(=O)C(C(C(=CC(C(=O)CC(OC(=O)C3CCCCN3C(=O)C(=O)C1(O2)O)C(C)CC4CCC(C(C4)OC)O)C)C)O)OC)C)C)C)OC. Drug 2: C#CCC(CC1=CN=C2C(=N1)C(=NC(=N2)N)N)C3=CC=C(C=C3)C(=O)NC(CCC(=O)O)C(=O)O. Cell line: A549. Synergy scores: CSS=47.0, Synergy_ZIP=2.43, Synergy_Bliss=-0.542, Synergy_Loewe=-30.0, Synergy_HSA=-1.00. (5) Drug 1: CC12CCC(CC1=CCC3C2CCC4(C3CC=C4C5=CN=CC=C5)C)O. Drug 2: C(CN)CNCCSP(=O)(O)O. Cell line: HOP-92. Synergy scores: CSS=5.22, Synergy_ZIP=-0.212, Synergy_Bliss=5.84, Synergy_Loewe=1.97, Synergy_HSA=4.05. (6) Drug 1: COC1=CC(=CC(=C1O)OC)C2C3C(COC3=O)C(C4=CC5=C(C=C24)OCO5)OC6C(C(C7C(O6)COC(O7)C8=CC=CS8)O)O. Cell line: CAKI-1. Drug 2: CC1C(C(CC(O1)OC2CC(OC(C2O)C)OC3=CC4=CC5=C(C(=O)C(C(C5)C(C(=O)C(C(C)O)O)OC)OC6CC(C(C(O6)C)O)OC7CC(C(C(O7)C)O)OC8CC(C(C(O8)C)O)(C)O)C(=C4C(=C3C)O)O)O)O. Synergy scores: CSS=51.8, Synergy_ZIP=-0.877, Synergy_Bliss=-1.42, Synergy_Loewe=-0.644, Synergy_HSA=2.70. (7) Cell line: U251. Drug 2: C1C(C(OC1N2C=NC(=NC2=O)N)CO)O. Synergy scores: CSS=3.07, Synergy_ZIP=-0.476, Synergy_Bliss=2.41, Synergy_Loewe=-0.494, Synergy_HSA=1.24. Drug 1: C1=CC=C(C(=C1)C(C2=CC=C(C=C2)Cl)C(Cl)Cl)Cl.